This data is from NCI-60 drug combinations with 297,098 pairs across 59 cell lines. The task is: Regression. Given two drug SMILES strings and cell line genomic features, predict the synergy score measuring deviation from expected non-interaction effect. (1) Drug 1: CC1CCC2CC(C(=CC=CC=CC(CC(C(=O)C(C(C(=CC(C(=O)CC(OC(=O)C3CCCCN3C(=O)C(=O)C1(O2)O)C(C)CC4CCC(C(C4)OC)OCCO)C)C)O)OC)C)C)C)OC. Drug 2: C1=CN(C=N1)CC(O)(P(=O)(O)O)P(=O)(O)O. Synergy scores: CSS=8.24, Synergy_ZIP=-0.990, Synergy_Bliss=2.55, Synergy_Loewe=-7.01, Synergy_HSA=-0.334. Cell line: KM12. (2) Drug 1: CC12CCC3C(C1CCC2O)C(CC4=C3C=CC(=C4)O)CCCCCCCCCS(=O)CCCC(C(F)(F)F)(F)F. Drug 2: CC1CCCC2(C(O2)CC(NC(=O)CC(C(C(=O)C(C1O)C)(C)C)O)C(=CC3=CSC(=N3)C)C)C. Cell line: SR. Synergy scores: CSS=83.5, Synergy_ZIP=4.54, Synergy_Bliss=5.32, Synergy_Loewe=-19.6, Synergy_HSA=4.98.